From a dataset of CYP2C9 inhibition data for predicting drug metabolism from PubChem BioAssay. Regression/Classification. Given a drug SMILES string, predict its absorption, distribution, metabolism, or excretion properties. Task type varies by dataset: regression for continuous measurements (e.g., permeability, clearance, half-life) or binary classification for categorical outcomes (e.g., BBB penetration, CYP inhibition). Dataset: cyp2c9_veith. (1) The molecule is COCOc1ccc(Br)cc1C(=O)[C@H]1O[C@H]1c1cccc(OC)c1. The result is 0 (non-inhibitor). (2) The molecule is CN(C)CCCN1CCC2(CCC(C(C)(C)C)CC2)CC1. The result is 0 (non-inhibitor). (3) The drug is C[C@]12CC[C@H]3c4ccc(OCC(=O)O)cc4CC[C@@H]3[C@H]1CCC2=O. The result is 0 (non-inhibitor). (4) The drug is COCCOC(=O)C1=C(C)NC(C)=C(C(=O)OC(C)C)[C@@H]1c1cccc([N+](=O)[O-])c1. The result is 1 (inhibitor). (5) The compound is CN1CCN(c2ncc3nc(-c4ccccc4)c(=O)n(Cc4cccs4)c3n2)CC1. The result is 0 (non-inhibitor). (6) The compound is CCc1c2c(nc3cccc(SC)c13)COC2. The result is 0 (non-inhibitor).